Dataset: Reaction yield outcomes from USPTO patents with 853,638 reactions. Task: Predict the reaction yield, written as a fraction of the theoretical maximum amount of product (1.0 means a 100% yield; for example, 0.34 means a 34% yield). (1) The reactants are C(Cl)(=O)C(Cl)=O.[Cl:7][C:8]1[CH:13]=[CH:12][C:11]([C:14]2[S:18][C:17]([C:19]([OH:21])=O)=[C:16]([C:22]3[CH:27]=[CH:26][C:25]([S:28](=[O:31])(=[O:30])[NH2:29])=[C:24]([CH3:32])[CH:23]=3)[C:15]=2[CH3:33])=[CH:10][CH:9]=1.[CH3:34][N:35]([CH:37]=O)[CH3:36].C(N(CC)CC)C.Cl.[CH3:47][NH:48][O:49][CH3:50]. The catalyst is ClCCl. The product is [Cl:7][C:8]1[CH:13]=[CH:12][C:11]([C:14]2[S:18][C:17]([C:19]([N:48]([O:49][CH3:50])[CH3:47])=[O:21])=[C:16]([C:22]3[CH:27]=[CH:26][C:25]([S:28](=[O:31])(=[O:30])[N:29]=[CH:37][N:35]([CH3:34])[CH3:36])=[C:24]([CH3:32])[CH:23]=3)[C:15]=2[CH3:33])=[CH:10][CH:9]=1. The yield is 0.530. (2) The reactants are [Cl:1][C:2]1[CH:7]=[CH:6][CH:5]=[C:4]([Cl:8])[C:3]=1[CH2:9][CH2:10][C:11]1[C:15]([CH2:16][O:17][C:18]2[CH:23]=[CH:22][C:21]([C:24]3[CH:25]=[C:26]4[C:31](=[CH:32][CH:33]=3)[CH:30]=[C:29]([C:34]([O:36]C)=[O:35])[CH:28]=[CH:27]4)=[CH:20][CH:19]=2)=[C:14]([CH:38]([CH3:40])[CH3:39])[O:13][N:12]=1.CO.[OH-].[Na+]. The catalyst is O1CCCC1. The product is [Cl:1][C:2]1[CH:7]=[CH:6][CH:5]=[C:4]([Cl:8])[C:3]=1[CH2:9][CH2:10][C:11]1[C:15]([CH2:16][O:17][C:18]2[CH:19]=[CH:20][C:21]([C:24]3[CH:25]=[C:26]4[C:31](=[CH:32][CH:33]=3)[CH:30]=[C:29]([C:34]([OH:36])=[O:35])[CH:28]=[CH:27]4)=[CH:22][CH:23]=2)=[C:14]([CH:38]([CH3:40])[CH3:39])[O:13][N:12]=1. The yield is 0.771. (3) The reactants are [NH2:1][C:2]1[CH2:6][CH2:5][C@@H:4]([CH3:7])[C:3]=1[C:8]([O:10]CC)=O.C([O-])=O.[NH4+].[CH:17]([NH2:19])=O. No catalyst specified. The product is [CH3:7][C@H:4]1[C:3]2[C:8]([OH:10])=[N:19][CH:17]=[N:1][C:2]=2[CH2:6][CH2:5]1. The yield is 0.650.